This data is from Forward reaction prediction with 1.9M reactions from USPTO patents (1976-2016). The task is: Predict the product of the given reaction. (1) Given the reactants [NH2:1][C:2]1[C:3]([C:8]([OH:10])=[O:9])=[N:4][CH:5]=[CH:6][CH:7]=1.[CH3:11][CH2:12]O, predict the reaction product. The product is: [NH2:1][C:2]1[C:3]([C:8]([O:10][CH2:11][CH3:12])=[O:9])=[N:4][CH:5]=[CH:6][CH:7]=1. (2) The product is: [CH:20]1([C:23]2[C:31]3[C:26](=[CH:27][C:28]([C:32]([O:34][CH3:35])=[O:33])=[CH:29][CH:30]=3)[N:25]([C:8]3[N:13]=[CH:12][C:11]([C:14]4[CH:19]=[CH:18][CH:17]=[CH:16][CH:15]=4)=[CH:10][N:9]=3)[N:24]=2)[CH2:21][CH2:22]1. Given the reactants CC([O-])(C)C.[K+].Cl[C:8]1[N:13]=[CH:12][C:11]([C:14]2[CH:19]=[CH:18][CH:17]=[CH:16][CH:15]=2)=[CH:10][N:9]=1.[CH:20]1([C:23]2[C:31]3[C:26](=[CH:27][C:28]([C:32]([O:34][CH3:35])=[O:33])=[CH:29][CH:30]=3)[NH:25][N:24]=2)[CH2:22][CH2:21]1, predict the reaction product. (3) Given the reactants [C:1]([O:4][CH2:5][CH:6]([OH:23])[CH2:7][C:8]1[O:9][CH:10]=[C:11]([C:13]2[CH:18]=[CH:17][C:16]([C:19]([F:22])([F:21])[F:20])=[CH:15][CH:14]=2)[N:12]=1)(=[O:3])[CH3:2].CCN(CC)CC.[C:31](Cl)(=[O:33])[CH3:32].O, predict the reaction product. The product is: [C:1]([O:4][CH2:5][CH:6]([O:23][C:31](=[O:33])[CH3:32])[CH2:7][C:8]1[O:9][CH:10]=[C:11]([C:13]2[CH:18]=[CH:17][C:16]([C:19]([F:21])([F:20])[F:22])=[CH:15][CH:14]=2)[N:12]=1)(=[O:3])[CH3:2]. (4) Given the reactants [C:1]([O:7][C:8]([CH3:11])([CH3:10])[CH3:9])(=[O:6])[CH2:2][C:3]([CH3:5])=O.[F:12][C:13]1[CH:14]=[C:15]([CH:18]=[CH:19][CH:20]=1)[CH:16]=O.[NH4+:21].[OH-:22], predict the reaction product. The product is: [F:12][C:13]1[CH:14]=[C:15]([CH:16]2[C:2]([C:1]([O:7][C:8]([CH3:11])([CH3:10])[CH3:9])=[O:6])=[C:3]([CH3:5])[NH:21][C:3]([CH3:5])=[C:2]2[C:1]([O:7][C:8]([CH3:11])([CH3:10])[CH3:9])=[O:22])[CH:18]=[CH:19][CH:20]=1. (5) Given the reactants [C:1]([C:5]1[C:6](=[O:19])[N:7]([CH2:15][C:16]([OH:18])=O)[C:8]2[C:13]([CH:14]=1)=[CH:12][N:11]=[CH:10][CH:9]=2)([CH3:4])([CH3:3])[CH3:2].[CH3:20][C:21]([CH3:29])([CH3:28])[CH2:22][CH2:23][NH:24][CH2:25][CH2:26][CH3:27], predict the reaction product. The product is: [C:1]([C:5]1[C:6](=[O:19])[N:7]([CH2:15][C:16]([N:24]([CH2:23][CH2:22][C:21]([CH3:29])([CH3:28])[CH3:20])[CH2:25][CH2:26][CH3:27])=[O:18])[C:8]2[C:13]([CH:14]=1)=[CH:12][N:11]=[CH:10][CH:9]=2)([CH3:2])([CH3:3])[CH3:4].